This data is from NCI-60 drug combinations with 297,098 pairs across 59 cell lines. The task is: Regression. Given two drug SMILES strings and cell line genomic features, predict the synergy score measuring deviation from expected non-interaction effect. (1) Drug 1: CCC1(CC2CC(C3=C(CCN(C2)C1)C4=CC=CC=C4N3)(C5=C(C=C6C(=C5)C78CCN9C7C(C=CC9)(C(C(C8N6C=O)(C(=O)OC)O)OC(=O)C)CC)OC)C(=O)OC)O.OS(=O)(=O)O. Drug 2: CC1=C(N=C(N=C1N)C(CC(=O)N)NCC(C(=O)N)N)C(=O)NC(C(C2=CN=CN2)OC3C(C(C(C(O3)CO)O)O)OC4C(C(C(C(O4)CO)O)OC(=O)N)O)C(=O)NC(C)C(C(C)C(=O)NC(C(C)O)C(=O)NCCC5=NC(=CS5)C6=NC(=CS6)C(=O)NCCC[S+](C)C)O. Cell line: SNB-75. Synergy scores: CSS=14.4, Synergy_ZIP=-6.07, Synergy_Bliss=-1.88, Synergy_Loewe=-3.36, Synergy_HSA=-1.78. (2) Drug 1: C1=CC(=CC=C1CC(C(=O)O)N)N(CCCl)CCCl.Cl. Drug 2: C1=NNC2=C1C(=O)NC=N2. Cell line: SNB-75. Synergy scores: CSS=5.20, Synergy_ZIP=-1.32, Synergy_Bliss=0.617, Synergy_Loewe=-1.66, Synergy_HSA=-1.62. (3) Drug 1: CC1CCC2CC(C(=CC=CC=CC(CC(C(=O)C(C(C(=CC(C(=O)CC(OC(=O)C3CCCCN3C(=O)C(=O)C1(O2)O)C(C)CC4CCC(C(C4)OC)OCCO)C)C)O)OC)C)C)C)OC. Drug 2: C#CCC(CC1=CN=C2C(=N1)C(=NC(=N2)N)N)C3=CC=C(C=C3)C(=O)NC(CCC(=O)O)C(=O)O. Cell line: PC-3. Synergy scores: CSS=70.4, Synergy_ZIP=17.7, Synergy_Bliss=-0.236, Synergy_Loewe=40.1, Synergy_HSA=0.934. (4) Drug 1: CS(=O)(=O)OCCCCOS(=O)(=O)C. Drug 2: CCC1(C2=C(COC1=O)C(=O)N3CC4=CC5=C(C=CC(=C5CN(C)C)O)N=C4C3=C2)O.Cl. Cell line: OVCAR-8. Synergy scores: CSS=31.6, Synergy_ZIP=-2.41, Synergy_Bliss=-2.96, Synergy_Loewe=-2.63, Synergy_HSA=-0.0101.